This data is from HIV replication inhibition screening data with 41,000+ compounds from the AIDS Antiviral Screen. The task is: Binary Classification. Given a drug SMILES string, predict its activity (active/inactive) in a high-throughput screening assay against a specified biological target. (1) The molecule is CN1Cc2ccccc2C2(COc3ccc(C=O)cc3C2=O)C1. The result is 0 (inactive). (2) The compound is COC(=O)C=CC(C#N)(C#N)N=Cc1cccs1. The result is 0 (inactive). (3) The compound is O=C1c2ccccc2-c2nc3ccccc3nc21. The result is 0 (inactive).